Dataset: Peptide-MHC class II binding affinity with 134,281 pairs from IEDB. Task: Regression. Given a peptide amino acid sequence and an MHC pseudo amino acid sequence, predict their binding affinity value. This is MHC class II binding data. (1) The peptide sequence is YDEPMTPGQCNMVVE. The MHC is HLA-DQA10501-DQB10301 with pseudo-sequence HLA-DQA10501-DQB10301. The binding affinity (normalized) is 0.391. (2) The peptide sequence is RMFSSTLRAAVPWYA. The MHC is DRB1_1101 with pseudo-sequence DRB1_1101. The binding affinity (normalized) is 0.749. (3) The peptide sequence is RQKIIYSGAVNLDDE. The MHC is DRB1_0701 with pseudo-sequence DRB1_0701. The binding affinity (normalized) is 0.961. (4) The peptide sequence is RLFDYNKNAIKTLND. The MHC is DRB1_0101 with pseudo-sequence DRB1_0101. The binding affinity (normalized) is 0.574. (5) The peptide sequence is YDKFLANVSTVLRGK. The MHC is DRB1_0405 with pseudo-sequence DRB1_0405. The binding affinity (normalized) is 0.568. (6) The peptide sequence is LEKGRLYQIKIQYQRENPTE. The MHC is HLA-DPA10201-DPB11401 with pseudo-sequence HLA-DPA10201-DPB11401. The binding affinity (normalized) is 0.413. (7) The peptide sequence is YIKFLANVSTVLTGK. The MHC is DRB1_0701 with pseudo-sequence DRB1_0701. The binding affinity (normalized) is 0.691. (8) The peptide sequence is ITMLTNGQCQNITVV. The binding affinity (normalized) is 0.153. The MHC is HLA-DPA10201-DPB10501 with pseudo-sequence HLA-DPA10201-DPB10501. (9) The MHC is DRB1_0404 with pseudo-sequence DRB1_0404. The binding affinity (normalized) is 0.590. The peptide sequence is GELQIVDKIDALFKI. (10) The peptide sequence is CHDGMGWLTIGISGP. The MHC is DRB1_0701 with pseudo-sequence DRB1_0701. The binding affinity (normalized) is 0.0735.